Binary Classification. Given a miRNA mature sequence and a target amino acid sequence, predict their likelihood of interaction. From a dataset of Experimentally validated miRNA-target interactions with 360,000+ pairs, plus equal number of negative samples. (1) The protein sequence of the target gene is MPARPGRLLPLLARPAALTALLLLLLGHGGGGRWGARAQEAAAAAADGPPAADGEDGQDPHSKHLYTADMFTHGIQSAAHFVMFFAPWCGHCQRLQPTWNDLGDKYNSMEDAKVYVAKVDCTAHSDVCSAQGVRGYPTLKLFKPGQEAVKYQGPRDFQTLENWMLQTLNEEPVTPEPEVEPPSAPELKQGLYELSASNFELHVAQGDHFIKFFAPWCGHCKALAPTWEQLALGLEHSETVKIGKVDCTQHYELCSGNQVRGYPTLLWFRDGKKVDQYKGKRDLESLREYVESQLQRTETG.... Result: 0 (no interaction). The miRNA is mmu-miR-7115-3p with sequence ACUUGGUCCCCUGCCCCCACAG. (2) The miRNA is hsa-miR-1279 with sequence UCAUAUUGCUUCUUUCU. The protein sequence of the target gene is MFQIPVENLDNIRKVRKKVKGILVDIGLDSCKELLKDLKGFDPGEKYFHNTSWGDVSLWEPSGKKVRYRTKPYCCGLCKYSTKVLTSFKNHLHRYHEDEIDQELVIPCPNCVFASQPKVVGRHFRMFHAPVRKVQNYTVNILGETKSSRSDVISFTCLKCNFSNTLYYSMKKHVLVAHFHYLINSYFGLRTEEMGEQPKTNDTVSIEKIPPPDKYYCKKCNANASSQDALMYHILTSDIHRDLENKLRSVISEHIKRTGLLKQTHIAPKPAAHLAAPANGSAPSAPAQPPCFHLALPQNS.... Result: 0 (no interaction). (3) The miRNA is hsa-miR-4722-3p with sequence ACCUGCCAGCACCUCCCUGCAG. The protein sequence of the target gene is MASMAAAIAASRSAVMSGNRPLDDRERKRFTYFSSLSPMARKIMQDKEKIREKYGPEWARLPPAQQDEIIDRCLVGPRAPAPRDPGDSEELTRFPGLRGPTGQKVVRFGDEDLTWQDEHSAPFSWETKSQMEFSISALSIQEPSNGTAASEPRPLSKASQGSQALKSSQGSRSSSLDALGPTRKEEEASFWKINAERSRGEGPEAEFQSLTPSQIKSMEKGEKVLPPCYRQEPAPKDREAKVERPSTLRQEQRPLPNVSTERERPQPVQAFSSALHEAAPSQLEGKLPSPDVRQDDGEDT.... Result: 0 (no interaction). (4) The miRNA is hsa-miR-95-3p with sequence UUCAACGGGUAUUUAUUGAGCA. The protein sequence of the target gene is MFQAAGAAQATPSHEAKGSSGSSTVQRSKSFSLRAQVKETCAACQKTVYPMERLVADKLIFHNSCFCCKHCHTKLSLGSYAAMHGEFYCRPHFQQLFKSKGNYDEGFGRKQHKELWAHKEVDSGTKTA. Result: 0 (no interaction).